This data is from Full USPTO retrosynthesis dataset with 1.9M reactions from patents (1976-2016). The task is: Predict the reactants needed to synthesize the given product. Given the product [CH3:2][O:3][C:4](=[O:30])[C:5]([NH:79][C:35](=[O:37])[C:34]1[CH:38]=[C:39]([OH:41])[CH:40]=[CH:32][CH:33]=1)([NH:8][C:9]([C:11]1[C:12]([CH3:29])=[N:13][C:14]([NH:18][CH2:19][CH2:20][CH2:21][C:22]2[CH:27]=[CH:26][CH:25]=[C:24]([OH:28])[CH:23]=2)=[N:15][C:16]=1[CH3:17])=[O:10])[CH2:52][OH:56], predict the reactants needed to synthesize it. The reactants are: Cl.[CH3:2][O:3][C:4](=[O:30])[C@@H:5]([NH:8][C:9]([C:11]1[C:12]([CH3:29])=[N:13][C:14]([NH:18][CH2:19][CH2:20][CH2:21][C:22]2[CH:27]=[CH:26][CH:25]=[C:24]([OH:28])[CH:23]=2)=[N:15][C:16]=1[CH3:17])=[O:10])CN.O[C:32]1[CH:33]=[C:34]([CH:38]=[C:39]([OH:41])[CH:40]=1)[C:35]([OH:37])=O.C(N(CC)CC)C.CN([C:52]([O:56]N1N=NC2C=CC=CC1=2)=[N+](C)C)C.F[P-](F)(F)(F)(F)F.C1C=CC2N(O)N=[N:79]C=2C=1.